Dataset: Full USPTO retrosynthesis dataset with 1.9M reactions from patents (1976-2016). Task: Predict the reactants needed to synthesize the given product. (1) Given the product [CH2:1]([O:8][C:9]1[C:10](=[O:31])[C:11]([C:28](=[O:29])[C:37]([CH3:40])([CH3:36])[CH2:38][CH3:39])=[CH:12][N:13]2[CH2:18][CH2:17][N:16]([CH2:19][C:20]3[CH:25]=[CH:24][CH:23]=[C:22]([Cl:26])[CH:21]=3)[C:15](=[O:27])[C:14]=12)[C:2]1[CH:7]=[CH:6][CH:5]=[CH:4][CH:3]=1, predict the reactants needed to synthesize it. The reactants are: [CH2:1]([O:8][C:9]1[C:10](=[O:31])[C:11]([C:28](O)=[O:29])=[CH:12][N:13]2[CH2:18][CH2:17][N:16]([CH2:19][C:20]3[CH:25]=[CH:24][CH:23]=[C:22]([Cl:26])[CH:21]=3)[C:15](=[O:27])[C:14]=12)[C:2]1[CH:7]=[CH:6][CH:5]=[CH:4][CH:3]=1.S(Cl)(Cl)=O.[CH3:36][C:37]([Mg]Cl)([CH3:40])[CH2:38][CH3:39].CCOCC.S([O-])(O)(=O)=O.[K+]. (2) Given the product [CH2:26]([O:15][C:14]1[CH:16]=[CH:17][C:9]([CH2:8][C:7]([O:19][CH2:8][C:9]2[CH:17]=[CH:16][CH:14]=[CH:11][CH:10]=2)=[O:18])=[CH:10][C:11]=1[O:12][CH3:13])[C:23]1[CH:24]=[CH:25][CH:20]=[CH:21][CH:22]=1, predict the reactants needed to synthesize it. The reactants are: C([O-])([O-])=O.[Cs+].[Cs+].[C:7]([OH:19])(=[O:18])[CH2:8][C:9]1[CH:17]=[CH:16][C:14]([OH:15])=[C:11]([O:12][CH3:13])[CH:10]=1.[CH:20]1[CH:25]=[CH:24][C:23]([CH2:26]Br)=[CH:22][CH:21]=1.